Dataset: Forward reaction prediction with 1.9M reactions from USPTO patents (1976-2016). Task: Predict the product of the given reaction. (1) Given the reactants [N+:1]([C:4]1[CH:10]=[CH:9][C:7]([NH2:8])=[CH:6][CH:5]=1)([O-:3])=[O:2].FC(F)(F)C(O)=O.C=CC1C=CC=CC=1.C=O.[N+](C1[CH:38]=[C:39]2[C:38]3=[C:39]([CH:41]([C:44]4[CH:49]=[CH:48][CH:47]=[CH:46][CH:45]=4)[CH2:42]CN3C[CH2:42][CH:41]2[C:44]2[CH:49]=[CH:48][CH:47]=[CH:46][CH:45]=2)C=1)([O-])=O.[C:56]1([CH:62]2[C:71]3C4=[C:71]([CH:62]([C:56]5[CH:61]=[CH:60][CH:59]=[CH:58][CH:57]=5)[CH2:63][CH2:64]N4[CH2:64][CH2:63]2)C=C(N)C=3)[CH:61]=[CH:60][CH:59]=[CH:58][CH:57]=1, predict the reaction product. The product is: [CH3:42][C:41]1([C:44]2[CH:49]=[CH:48][CH:47]=[CH:46][CH:45]=2)[C:9]2[C:7]3=[C:6]([C:62]([CH3:71])([C:56]4[CH:61]=[CH:60][CH:59]=[CH:58][CH:57]=4)[CH2:63][CH2:64][N:8]3[CH2:38][CH2:39]1)[CH:5]=[C:4]([N+:1]([O-:3])=[O:2])[CH:10]=2. (2) Given the reactants [ClH:1].C[O:3][C:4]1[N:9]=[C:8]([CH2:10][CH2:11][C:12]2[NH:16][N:15]=[C:14]([NH:17][C:18]3[CH:23]=[CH:22][N:21]=[C:20]([NH:24][CH2:25][C:26]4[O:30][N:29]=[C:28]([CH3:31])[CH:27]=4)[N:19]=3)[CH:13]=2)[CH:7]=[CH:6][CH:5]=1.Cl, predict the reaction product. The product is: [ClH:1].[ClH:1].[CH3:31][C:28]1[CH:27]=[C:26]([CH2:25][NH:24][C:20]2[N:19]=[C:18]([NH:17][C:14]3[CH:13]=[C:12]([CH2:11][CH2:10][C:8]4[NH:9][C:4](=[O:3])[CH:5]=[CH:6][CH:7]=4)[NH:16][N:15]=3)[CH:23]=[CH:22][N:21]=2)[O:30][N:29]=1. (3) Given the reactants [CH2:1]([C@@H:3]1[NH:12][C:11]2[C:6](=[CH:7][CH:8]=[C:9]([F:13])[CH:10]=2)[NH:5][C:4]1=[O:14])[CH3:2].C([C@H]1N([C:27](=[O:36])[C:28]2[CH:33]=[CH:32][C:31]([O:34][CH3:35])=[CH:30][CH:29]=2)C2C(=CC(F)=CC=2)NC1=O)C, predict the reaction product. The product is: [CH2:1]([C@@H:3]1[N:12]([C:27](=[O:36])[C:28]2[CH:33]=[CH:32][C:31]([O:34][CH3:35])=[CH:30][CH:29]=2)[C:11]2[C:6](=[CH:7][CH:8]=[C:9]([F:13])[CH:10]=2)[NH:5][C:4]1=[O:14])[CH3:2]. (4) Given the reactants [I-].[OH:2][CH:3]1[CH:10]2[CH2:11][C:6]3([C:13]([NH:15][C@H:16]4[CH2:21][CH2:20][CH2:19][N:18]([C:22](N5C=C[N+](C)=C5)=[O:23])[CH2:17]4)=[O:14])[CH2:7][CH:8]([CH2:12][CH:4]1[CH2:5]3)[CH2:9]2.C(#N)C.[CH3:33][O:34][C:35]1[CH:40]=[CH:39][CH:38]=[CH:37][C:36]=1[N:41]1[CH2:46][CH2:45][NH:44][CH2:43][CH2:42]1.C(N(CC)CC)C, predict the reaction product. The product is: [OH:2][CH:3]1[CH:10]2[CH2:11][C:6]3([C:13]([NH:15][C@H:16]4[CH2:21][CH2:20][CH2:19][N:18]([C:22]([N:44]5[CH2:45][CH2:46][N:41]([C:36]6[CH:37]=[CH:38][CH:39]=[CH:40][C:35]=6[O:34][CH3:33])[CH2:42][CH2:43]5)=[O:23])[CH2:17]4)=[O:14])[CH2:7][CH:8]([CH2:12][CH:4]1[CH2:5]3)[CH2:9]2. (5) Given the reactants [CH3:1][C:2]1[S:3][C:4]2[CH:10]=[CH:9][C:8]([O:11][CH2:12][C@H:13]([OH:21])[CH2:14][N:15]3[CH2:20][CH2:19][NH:18][CH2:17][CH2:16]3)=[CH:7][C:5]=2[N:6]=1.C(N(CC)CC)C.Cl[CH2:30][C:31]1[CH2:35][CH:34]([C:36]2[CH:41]=[CH:40][C:39]([C:42]([F:45])([F:44])[F:43])=[CH:38][CH:37]=2)[O:33][N:32]=1, predict the reaction product. The product is: [CH3:1][C:2]1[S:3][C:4]2[CH:10]=[CH:9][C:8]([O:11][CH2:12][C@H:13]([OH:21])[CH2:14][N:15]3[CH2:16][CH2:17][N:18]([CH2:30][C:31]4[CH2:35][CH:34]([C:36]5[CH:41]=[CH:40][C:39]([C:42]([F:44])([F:43])[F:45])=[CH:38][CH:37]=5)[O:33][N:32]=4)[CH2:19][CH2:20]3)=[CH:7][C:5]=2[N:6]=1.